From a dataset of Catalyst prediction with 721,799 reactions and 888 catalyst types from USPTO. Predict which catalyst facilitates the given reaction. Reactant: [CH3:1][CH2:2][C@@H:3]([C:51]([OH:53])=[O:52])[C@@H:4]1[O:9][C@@H:8]([C@H:10]([C@H:12]([OH:49])[C@@H:13]([C:15]([C@@H:17]([C@H:20]2[O:25][C@@:24]3([O:30][C@:29]4([O:34][C@@:33]([C@@H:36]5[O:41][C@@H:40]([CH3:42])[C@@:39]([OH:45])([CH2:43][CH3:44])[CH2:38][CH2:37]5)([CH3:35])[CH2:32][CH2:31]4)[C@H:28]([OH:46])[CH:27]=[CH:26]3)[C@H:23]([CH3:47])[CH2:22][C@@H:21]2[CH3:48])[CH2:18][CH3:19])=[O:16])[CH3:14])[CH3:11])[C@@H:7]([CH3:50])[CH2:6][CH2:5]1.[CH3:54][NH:55][CH3:56].C1CN([P+](Br)(N2CCCC2)N2CCCC2)CC1.F[P-](F)(F)(F)(F)F. Product: [CH3:1][CH2:2][C@@H:3]([C:51]([OH:53])=[O:52])[C@@H:4]1[O:9][C@@H:8]([C@H:10]([C@H:12]([OH:49])[C@@H:13]([C:15]([C@@H:17]([C@H:20]2[O:25][C@@:24]3([O:30][C@:29]4([O:34][C@@:33]([C@@H:36]5[O:41][C@@H:40]([CH3:42])[C@@:39]([OH:45])([CH2:43][CH3:44])[CH2:38][CH2:37]5)([CH3:35])[CH2:32][CH2:31]4)[C@H:28]([OH:46])[CH:27]=[CH:26]3)[C@H:23]([CH3:47])[CH2:22][C@@H:21]2[CH3:48])[CH2:18][CH3:19])=[O:16])[CH3:14])[CH3:11])[C@@H:7]([CH3:50])[CH2:6][CH2:5]1.[CH3:54][N-:55][CH3:56]. The catalyst class is: 124.